Dataset: NCI-60 drug combinations with 297,098 pairs across 59 cell lines. Task: Regression. Given two drug SMILES strings and cell line genomic features, predict the synergy score measuring deviation from expected non-interaction effect. (1) Drug 1: C(=O)(N)NO. Drug 2: CN(CCCl)CCCl.Cl. Cell line: NCI-H226. Synergy scores: CSS=-1.57, Synergy_ZIP=-0.195, Synergy_Bliss=-1.89, Synergy_Loewe=-4.16, Synergy_HSA=-3.04. (2) Drug 1: C1=CC(=CC=C1C#N)C(C2=CC=C(C=C2)C#N)N3C=NC=N3. Drug 2: C(CCl)NC(=O)N(CCCl)N=O. Cell line: HT29. Synergy scores: CSS=-5.09, Synergy_ZIP=5.17, Synergy_Bliss=2.92, Synergy_Loewe=-3.01, Synergy_HSA=-4.17. (3) Drug 1: CC1C(C(=O)NC(C(=O)N2CCCC2C(=O)N(CC(=O)N(C(C(=O)O1)C(C)C)C)C)C(C)C)NC(=O)C3=C4C(=C(C=C3)C)OC5=C(C(=O)C(=C(C5=N4)C(=O)NC6C(OC(=O)C(N(C(=O)CN(C(=O)C7CCCN7C(=O)C(NC6=O)C(C)C)C)C)C(C)C)C)N)C. Drug 2: CC1=C(C=C(C=C1)NC(=O)C2=CC=C(C=C2)CN3CCN(CC3)C)NC4=NC=CC(=N4)C5=CN=CC=C5. Cell line: ACHN. Synergy scores: CSS=30.9, Synergy_ZIP=11.1, Synergy_Bliss=13.4, Synergy_Loewe=4.78, Synergy_HSA=12.7. (4) Synergy scores: CSS=53.0, Synergy_ZIP=10.5, Synergy_Bliss=10.7, Synergy_Loewe=-1.27, Synergy_HSA=13.2. Drug 1: CC1=C2C(C(=O)C3(C(CC4C(C3C(C(C2(C)C)(CC1OC(=O)C(C(C5=CC=CC=C5)NC(=O)OC(C)(C)C)O)O)OC(=O)C6=CC=CC=C6)(CO4)OC(=O)C)OC)C)OC. Drug 2: COCCOC1=C(C=C2C(=C1)C(=NC=N2)NC3=CC=CC(=C3)C#C)OCCOC.Cl. Cell line: OVCAR-5. (5) Drug 1: CN(C)C1=NC(=NC(=N1)N(C)C)N(C)C. Drug 2: C1=NNC2=C1C(=O)NC=N2. Cell line: SK-MEL-5. Synergy scores: CSS=1.15, Synergy_ZIP=3.20, Synergy_Bliss=9.10, Synergy_Loewe=1.38, Synergy_HSA=2.35. (6) Drug 1: C1=CC(=C2C(=C1NCCNCCO)C(=O)C3=C(C=CC(=C3C2=O)O)O)NCCNCCO. Drug 2: COC1=CC(=CC(=C1O)OC)C2C3C(COC3=O)C(C4=CC5=C(C=C24)OCO5)OC6C(C(C7C(O6)COC(O7)C8=CC=CS8)O)O. Cell line: COLO 205. Synergy scores: CSS=75.1, Synergy_ZIP=5.59, Synergy_Bliss=3.74, Synergy_Loewe=9.18, Synergy_HSA=11.1. (7) Drug 1: CCC1(CC2CC(C3=C(CCN(C2)C1)C4=CC=CC=C4N3)(C5=C(C=C6C(=C5)C78CCN9C7C(C=CC9)(C(C(C8N6C)(C(=O)OC)O)OC(=O)C)CC)OC)C(=O)OC)O.OS(=O)(=O)O. Drug 2: C1=CC=C(C(=C1)C(C2=CC=C(C=C2)Cl)C(Cl)Cl)Cl. Cell line: A498. Synergy scores: CSS=0.346, Synergy_ZIP=-0.858, Synergy_Bliss=-1.86, Synergy_Loewe=-2.12, Synergy_HSA=-2.11. (8) Drug 1: C1=CC(=CC=C1C#N)C(C2=CC=C(C=C2)C#N)N3C=NC=N3. Cell line: LOX IMVI. Drug 2: C1CN(CCN1C(=O)CCBr)C(=O)CCBr. Synergy scores: CSS=47.1, Synergy_ZIP=1.65, Synergy_Bliss=3.28, Synergy_Loewe=6.66, Synergy_HSA=7.54.